From a dataset of Reaction yield outcomes from USPTO patents with 853,638 reactions. Predict the reaction yield, written as a fraction of the theoretical maximum amount of product (1.0 means a 100% yield; for example, 0.34 means a 34% yield). The yield is 0.490. The catalyst is ClCCl. The product is [CH:10]1([N:16]2[C:21]([OH:22])=[C:20]([C:2]([NH:1][CH2:4][C:5]([OH:7])=[O:6])=[O:3])[C:19](=[O:23])[N:18]([CH:24]3[CH2:25][CH2:26][CH2:27][CH2:28]3)[C:17]2=[O:29])[CH2:11][CH2:12][CH2:13][CH2:14][CH2:15]1. The reactants are [N:1]([CH2:4][C:5]([O:7]CC)=[O:6])=[C:2]=[O:3].[CH:10]1([N:16]2[C:21](=[O:22])[CH2:20][C:19](=[O:23])[N:18]([CH:24]3[CH2:28][CH2:27][CH2:26][CH2:25]3)[C:17]2=[O:29])[CH2:15][CH2:14][CH2:13][CH2:12][CH2:11]1.C(N(C(C)C)CC)(C)C.